This data is from NCI-60 drug combinations with 297,098 pairs across 59 cell lines. The task is: Regression. Given two drug SMILES strings and cell line genomic features, predict the synergy score measuring deviation from expected non-interaction effect. Drug 1: C1CN1C2=NC(=NC(=N2)N3CC3)N4CC4. Drug 2: C1CC(=O)NC(=O)C1N2C(=O)C3=CC=CC=C3C2=O. Cell line: SK-OV-3. Synergy scores: CSS=30.7, Synergy_ZIP=-6.80, Synergy_Bliss=-2.05, Synergy_Loewe=-27.6, Synergy_HSA=-1.42.